The task is: Regression. Given a peptide amino acid sequence and an MHC pseudo amino acid sequence, predict their binding affinity value. This is MHC class I binding data.. This data is from Peptide-MHC class I binding affinity with 185,985 pairs from IEDB/IMGT. (1) The peptide sequence is ALLQQQLSSV. The MHC is HLA-A68:02 with pseudo-sequence HLA-A68:02. The binding affinity (normalized) is 0.0296. (2) The peptide sequence is AMKAQFERDL. The MHC is HLA-A02:03 with pseudo-sequence HLA-A02:03. The binding affinity (normalized) is 0.396. (3) The peptide sequence is KPKEQHKRNY. The MHC is Mamu-B08 with pseudo-sequence Mamu-B08. The binding affinity (normalized) is 0. (4) The peptide sequence is SYVFNFHKY. The MHC is HLA-B08:03 with pseudo-sequence HLA-B08:03. The binding affinity (normalized) is 0.0847. (5) The peptide sequence is LINLVQYRI. The MHC is HLA-A02:03 with pseudo-sequence HLA-A02:03. The binding affinity (normalized) is 0.411. (6) The peptide sequence is DQPQNGQFI. The MHC is H-2-Kb with pseudo-sequence H-2-Kb. The binding affinity (normalized) is 0.0352. (7) The peptide sequence is CVNGSCFTV. The MHC is HLA-A02:03 with pseudo-sequence HLA-A02:03. The binding affinity (normalized) is 0.396. (8) The peptide sequence is HAVWYVASF. The MHC is HLA-B51:01 with pseudo-sequence HLA-B51:01. The binding affinity (normalized) is 0.0847. (9) The peptide sequence is RMYGISPWT. The MHC is HLA-B40:01 with pseudo-sequence HLA-B40:01. The binding affinity (normalized) is 0.0847.